This data is from Catalyst prediction with 721,799 reactions and 888 catalyst types from USPTO. The task is: Predict which catalyst facilitates the given reaction. (1) Reactant: [CH2:1]([O:3][C:4]([C:6]1[C:7]2[C:22](=[O:23])[CH2:21][CH2:20][CH2:19][CH2:18][C:8]=2[N:9]([C:11]([O:13][C:14]([CH3:17])([CH3:16])[CH3:15])=[O:12])[CH:10]=1)=[O:5])[CH3:2].[Na+].[I-].C(N(CC)CC)C.[CH3:33][Si:34](Cl)([CH3:36])[CH3:35]. Product: [CH2:1]([O:3][C:4]([C:6]1[C:7]2[C:22]([O:23][Si:34]([CH3:36])([CH3:35])[CH3:33])=[CH:21][CH2:20][CH2:19][CH2:18][C:8]=2[N:9]([C:11]([O:13][C:14]([CH3:17])([CH3:15])[CH3:16])=[O:12])[CH:10]=1)=[O:5])[CH3:2]. The catalyst class is: 23. (2) Reactant: [CH3:1][C:2]1[C:10]2[C:9]([OH:11])=[CH:8][CH:7]=[CH:6][C:5]=2[NH:4][N:3]=1.[H-].[Na+].C1C=CC(N([S:21]([C:24]([F:27])([F:26])[F:25])(=[O:23])=[O:22])[S:21]([C:24]([F:27])([F:26])[F:25])(=[O:23])=[O:22])=CC=1.C([O-])(O)=O.[Na+]. Product: [F:25][C:24]([F:27])([F:26])[S:21]([O:11][C:9]1[CH:8]=[CH:7][CH:6]=[C:5]2[C:10]=1[C:2]([CH3:1])=[N:3][NH:4]2)(=[O:23])=[O:22]. The catalyst class is: 7.